From a dataset of CYP2C19 inhibition data for predicting drug metabolism from PubChem BioAssay. Regression/Classification. Given a drug SMILES string, predict its absorption, distribution, metabolism, or excretion properties. Task type varies by dataset: regression for continuous measurements (e.g., permeability, clearance, half-life) or binary classification for categorical outcomes (e.g., BBB penetration, CYP inhibition). Dataset: cyp2c19_veith. (1) The molecule is Cc1cnc(CNc2cc(-c3cccc(NS(C)(=O)=O)c3)ncn2)cn1. The result is 0 (non-inhibitor). (2) The result is 0 (non-inhibitor). The compound is COc1ccc(Oc2ncc3nc(-c4ccc(F)cc4)c(=O)n(Cc4cccs4)c3n2)cc1.